From a dataset of Reaction yield outcomes from USPTO patents with 853,638 reactions. Predict the reaction yield, written as a fraction of the theoretical maximum amount of product (1.0 means a 100% yield; for example, 0.34 means a 34% yield). (1) The reactants are [NH2:1][CH2:2][C@H:3]1[CH2:8][CH2:7][C@H:6]([NH:9][C:10]2[S:11][C:12]3[CH2:19][CH2:18][CH2:17][C:16]4[CH:20]=[CH:21][C:22]([F:24])=[CH:23][C:15]=4[C:13]=3[N:14]=2)[CH2:5][CH2:4]1.[CH3:25][O:26][CH2:27][C:28](Cl)=[O:29].O. The product is [F:24][C:22]1[CH:21]=[CH:20][C:16]2[CH2:17][CH2:18][CH2:19][C:12]3[S:11][C:10]([NH:9][CH:6]4[CH2:7][CH2:8][CH:3]([CH2:2][NH:1][C:28](=[O:29])[CH2:27][O:26][CH3:25])[CH2:4][CH2:5]4)=[N:14][C:13]=3[C:15]=2[CH:23]=1. The catalyst is N1C=CC=CC=1.C(N(C(C)C)CC)(C)C. The yield is 0.880. (2) The reactants are [CH2:1]=[C:2]([C:10]([O:13]S(F)(=O)=O)([F:12])[F:11])[C:3]([C:6]([F:9])([F:8])[F:7])([F:5])[F:4].[F-:18].[K+].[F:20][C:21]([F:29])([F:28])[C:22]([C:24]([F:27])([F:26])[F:25])=O.COCCOCCOC. The catalyst is O. The product is [CH2:1]=[C:2]([C:10]([O:13][C:22]([C:24]([F:27])([F:26])[F:25])([C:21]([F:29])([F:28])[F:20])[F:18])([F:12])[F:11])[C:3]([C:6]([F:9])([F:8])[F:7])([F:5])[F:4]. The yield is 0.620. (3) The reactants are [C:1]([O:5][C:6](=[O:15])[NH:7][CH:8]1[CH2:13][CH2:12][C:11](=[CH2:14])[CH2:10][CH2:9]1)([CH3:4])([CH3:3])[CH3:2].ClC1C=CC=C(C(OO)=[O:24])C=1. No catalyst specified. The product is [C:1]([O:5][C:6](=[O:15])[NH:7][CH:8]1[CH2:9][CH2:10][C:11]2([O:24][CH2:14]2)[CH2:12][CH2:13]1)([CH3:4])([CH3:3])[CH3:2]. The yield is 0.930. (4) The reactants are [Cl:1][C:2]1[CH:3]=[CH:4][C:5]([O:15][CH2:16][C:17]2[CH:22]=[CH:21][C:20]([Br:23])=[CH:19][C:18]=2[F:24])=[C:6]([C:8](=O)[CH2:9][CH2:10][C:11](=O)[CH3:12])[CH:7]=1.[NH2:25][C:26]1[CH:27]=[C:28]([C:36]([OH:38])=[O:37])[C:29]2[C:34]([CH:35]=1)=[CH:33][CH:32]=[CH:31][CH:30]=2.CC1C=CC(S(O)(=O)=O)=CC=1. The catalyst is C(#N)C.C(Cl)Cl. The product is [Cl:1][C:2]1[CH:3]=[CH:4][C:5]([O:15][CH2:16][C:17]2[CH:22]=[CH:21][C:20]([Br:23])=[CH:19][C:18]=2[F:24])=[C:6]([C:8]2[N:25]([C:26]3[CH:27]=[C:28]([C:36]([OH:38])=[O:37])[C:29]4[C:34]([CH:35]=3)=[CH:33][CH:32]=[CH:31][CH:30]=4)[C:11]([CH3:12])=[CH:10][CH:9]=2)[CH:7]=1. The yield is 0.480. (5) The product is [CH2:10]([NH:16][C:2]1[CH:3]=[C:4]([CH3:9])[CH:5]=[C:6]([CH3:8])[CH:7]=1)[CH2:11][CH2:12][CH2:13][CH2:14][CH3:15]. The reactants are Br[C:2]1[CH:3]=[C:4]([CH3:9])[CH:5]=[C:6]([CH3:8])[CH:7]=1.[CH2:10]([NH2:16])[CH2:11][CH2:12][CH2:13][CH2:14][CH3:15]. The yield is 0.910. No catalyst specified. (6) The reactants are Br[CH2:2][C:3]1[C:8]([F:9])=[C:7]([F:10])[N:6]=[C:5]([F:11])[C:4]=1[Cl:12].[C:13]([O-:21])(=[O:20])[C:14]1[CH:19]=[CH:18][CH:17]=[CH:16][CH:15]=1.[Na+]. The catalyst is CN(C=O)C.CCOCC. The product is [Cl:12][C:4]1[C:5]([F:11])=[N:6][C:7]([F:10])=[C:8]([F:9])[C:3]=1[CH2:2][O:21][C:13](=[O:20])[C:14]1[CH:19]=[CH:18][CH:17]=[CH:16][CH:15]=1. The yield is 0.660. (7) The reactants are [C:1]([O:9][C@@H:10]1[C@H:14]([CH2:15][O:16][C:17](=[O:24])[C:18]2[CH:23]=[CH:22][CH:21]=[CH:20][CH:19]=2)[O:13][C@H:12]([N:25]2[CH:33]=[N:32][C:31]3[C:26]2=[N:27][CH:28]=[N:29][C:30]=3[NH2:34])[CH2:11]1)(=[O:8])[C:2]1[CH:7]=[CH:6][CH:5]=[CH:4][CH:3]=1.[CH3:35][O:36][C:37]1[CH:56]=[CH:55][C:40]([C:41](Cl)([C:48]2[CH:53]=[CH:52][CH:51]=[CH:50][CH:49]=2)[C:42]2[CH:47]=[CH:46][CH:45]=[CH:44][CH:43]=2)=[CH:39][CH:38]=1.CO. The catalyst is N1C=CC=CC=1. The product is [CH3:35][O:36][C:37]1[CH:56]=[CH:55][C:40]([C:41]([NH:34][C:30]2[N:29]=[CH:28][N:27]=[C:26]3[C:31]=2[N:32]=[CH:33][N:25]3[C@H:12]2[O:13][C@@H:14]([CH2:15][O:16][C:17](=[O:24])[C:18]3[CH:23]=[CH:22][CH:21]=[CH:20][CH:19]=3)[C@@H:10]([O:9][C:1](=[O:8])[C:2]3[CH:3]=[CH:4][CH:5]=[CH:6][CH:7]=3)[CH2:11]2)([C:42]2[CH:43]=[CH:44][CH:45]=[CH:46][CH:47]=2)[C:48]2[CH:53]=[CH:52][CH:51]=[CH:50][CH:49]=2)=[CH:39][CH:38]=1. The yield is 0.720. (8) The reactants are Br[C:2]1[C:6]2[N:7]=[C:8]([N:15]3[CH2:20][CH2:19][N:18]([C:21]4[CH:26]=[CH:25][C:24]([Cl:27])=[CH:23][CH:22]=4)[CH2:17][CH2:16]3)[N:9]=[C:10]([CH2:11][CH2:12][CH2:13][NH2:14])[C:5]=2[S:4][CH:3]=1.[CH3:28][O-:29].[Na+].[I-].[Na+]. The catalyst is CO.[Cu]=O. The product is [Cl:27][C:24]1[CH:25]=[CH:26][C:21]([N:18]2[CH2:19][CH2:20][N:15]([C:8]3[N:9]=[C:10]([CH2:11][CH2:12][CH2:13][NH2:14])[C:5]4[S:4][CH:3]=[C:2]([O:29][CH3:28])[C:6]=4[N:7]=3)[CH2:16][CH2:17]2)=[CH:22][CH:23]=1. The yield is 0.200. (9) The reactants are [CH3:1][O:2][C:3]1[CH:4]=[C:5]([C:11]2[C:12](=[O:23])[O:13][C:14]3[C:19]([C:20]=2[CH3:21])=[CH:18][CH:17]=[C:16]([OH:22])[CH:15]=3)[CH:6]=[CH:7][C:8]=1[O:9][CH3:10].[I-].[N:25]1([C:35](N2C=C[N+](C)=C2)=[O:36])[C:34]2[C:29](=[CH:30][CH:31]=[CH:32][CH:33]=2)[CH2:28][CH2:27][CH2:26]1. No catalyst specified. The product is [CH3:1][O:2][C:3]1[CH:4]=[C:5]([C:11]2[C:12](=[O:23])[O:13][C:14]3[C:19]([C:20]=2[CH3:21])=[CH:18][CH:17]=[C:16]([O:22][C:35]([N:25]2[C:34]4[C:29](=[CH:30][CH:31]=[CH:32][CH:33]=4)[CH2:28][CH2:27][CH2:26]2)=[O:36])[CH:15]=3)[CH:6]=[CH:7][C:8]=1[O:9][CH3:10]. The yield is 0.210. (10) The reactants are CN1CCOCC1.C(O[C:13]([N:15]1[CH2:20][CH2:19][CH:18]([C:21]([OH:23])=[O:22])[CH2:17][CH2:16]1)=[O:14])(C)(C)C.ClC(O[CH2:28][CH:29]([CH3:31])[CH3:30])=O.Cl.[NH2:33][CH2:34][C:35]([C:37]1[CH:42]=[CH:41][C:40]([F:43])=[C:39]([C:44]([F:47])([F:46])[F:45])[CH:38]=1)=[O:36]. The catalyst is O1CCCC1. The product is [C:29]([O:23][C:21]([CH:18]1[CH2:17][CH2:16][N:15]([C:13](=[O:14])[NH:33][CH2:34][C:35]([C:37]2[CH:42]=[CH:41][C:40]([F:43])=[C:39]([C:44]([F:47])([F:45])[F:46])[CH:38]=2)=[O:36])[CH2:20][CH2:19]1)=[O:22])([CH3:31])([CH3:30])[CH3:28]. The yield is 0.708.